This data is from NCI-60 drug combinations with 297,098 pairs across 59 cell lines. The task is: Regression. Given two drug SMILES strings and cell line genomic features, predict the synergy score measuring deviation from expected non-interaction effect. (1) Drug 1: C1CN1P(=S)(N2CC2)N3CC3. Drug 2: C(CCl)NC(=O)N(CCCl)N=O. Cell line: HS 578T. Synergy scores: CSS=22.3, Synergy_ZIP=-3.77, Synergy_Bliss=3.22, Synergy_Loewe=4.36, Synergy_HSA=4.98. (2) Drug 1: CCC(=C(C1=CC=CC=C1)C2=CC=C(C=C2)OCCN(C)C)C3=CC=CC=C3.C(C(=O)O)C(CC(=O)O)(C(=O)O)O. Drug 2: C1CC(C1)(C(=O)O)C(=O)O.[NH2-].[NH2-].[Pt+2]. Cell line: SW-620. Synergy scores: CSS=2.05, Synergy_ZIP=-0.491, Synergy_Bliss=0.202, Synergy_Loewe=-0.269, Synergy_HSA=-0.558. (3) Drug 1: CN1C(=O)N2C=NC(=C2N=N1)C(=O)N. Drug 2: CC(C)CN1C=NC2=C1C3=CC=CC=C3N=C2N. Cell line: BT-549. Synergy scores: CSS=0.464, Synergy_ZIP=-0.698, Synergy_Bliss=-3.17, Synergy_Loewe=-3.40, Synergy_HSA=-5.33. (4) Drug 1: CC1=C2C(C(=O)C3(C(CC4C(C3C(C(C2(C)C)(CC1OC(=O)C(C(C5=CC=CC=C5)NC(=O)OC(C)(C)C)O)O)OC(=O)C6=CC=CC=C6)(CO4)OC(=O)C)O)C)O. Drug 2: CS(=O)(=O)CCNCC1=CC=C(O1)C2=CC3=C(C=C2)N=CN=C3NC4=CC(=C(C=C4)OCC5=CC(=CC=C5)F)Cl. Cell line: MCF7. Synergy scores: CSS=26.0, Synergy_ZIP=2.96, Synergy_Bliss=7.50, Synergy_Loewe=7.63, Synergy_HSA=7.67. (5) Drug 1: CC1=C(C(CCC1)(C)C)C=CC(=CC=CC(=CC(=O)O)C)C. Drug 2: C1=NNC2=C1C(=O)NC=N2. Cell line: SW-620. Synergy scores: CSS=-4.02, Synergy_ZIP=2.37, Synergy_Bliss=-2.29, Synergy_Loewe=-5.71, Synergy_HSA=-7.55. (6) Drug 1: C1=NC2=C(N1)C(=S)N=C(N2)N. Drug 2: CC(C)(C#N)C1=CC(=CC(=C1)CN2C=NC=N2)C(C)(C)C#N. Cell line: NCI-H322M. Synergy scores: CSS=29.7, Synergy_ZIP=-9.29, Synergy_Bliss=-4.83, Synergy_Loewe=-4.61, Synergy_HSA=-4.25.